This data is from Merck oncology drug combination screen with 23,052 pairs across 39 cell lines. The task is: Regression. Given two drug SMILES strings and cell line genomic features, predict the synergy score measuring deviation from expected non-interaction effect. (1) Drug 1: O=C(CCCCCCC(=O)Nc1ccccc1)NO. Drug 2: CCN(CC)CCNC(=O)c1c(C)[nH]c(C=C2C(=O)Nc3ccc(F)cc32)c1C. Cell line: HCT116. Synergy scores: synergy=5.05. (2) Drug 1: CCC1=CC2CN(C1)Cc1c([nH]c3ccccc13)C(C(=O)OC)(c1cc3c(cc1OC)N(C)C1C(O)(C(=O)OC)C(OC(C)=O)C4(CC)C=CCN5CCC31C54)C2. Synergy scores: synergy=2.83. Cell line: MSTO. Drug 2: C=CCn1c(=O)c2cnc(Nc3ccc(N4CCN(C)CC4)cc3)nc2n1-c1cccc(C(C)(C)O)n1. (3) Drug 1: O=C(CCCCCCC(=O)Nc1ccccc1)NO. Drug 2: Cn1cc(-c2cnn3c(N)c(Br)c(C4CCCNC4)nc23)cn1. Cell line: NCIH460. Synergy scores: synergy=-6.60. (4) Drug 1: CN(Cc1cnc2nc(N)nc(N)c2n1)c1ccc(C(=O)NC(CCC(=O)O)C(=O)O)cc1. Drug 2: CC1(c2nc3c(C(N)=O)cccc3[nH]2)CCCN1. Cell line: UWB1289. Synergy scores: synergy=-0.179. (5) Drug 1: N#Cc1ccc(Cn2cncc2CN2CCN(c3cccc(Cl)c3)C(=O)C2)cc1. Drug 2: O=C(NOCC(O)CO)c1ccc(F)c(F)c1Nc1ccc(I)cc1F. Cell line: UWB1289BRCA1. Synergy scores: synergy=11.1. (6) Drug 1: NC1(c2ccc(-c3nc4ccn5c(=O)[nH]nc5c4cc3-c3ccccc3)cc2)CCC1. Drug 2: COC1CC2CCC(C)C(O)(O2)C(=O)C(=O)N2CCCCC2C(=O)OC(C(C)CC2CCC(OP(C)(C)=O)C(OC)C2)CC(=O)C(C)C=C(C)C(O)C(OC)C(=O)C(C)CC(C)C=CC=CC=C1C. Cell line: HT29. Synergy scores: synergy=40.6. (7) Drug 1: CCN(CC)CCNC(=O)c1c(C)[nH]c(C=C2C(=O)Nc3ccc(F)cc32)c1C. Drug 2: CNC(=O)c1cc(Oc2ccc(NC(=O)Nc3ccc(Cl)c(C(F)(F)F)c3)cc2)ccn1. Cell line: OV90. Synergy scores: synergy=1.16.